This data is from Peptide-MHC class I binding affinity with 185,985 pairs from IEDB/IMGT. The task is: Regression. Given a peptide amino acid sequence and an MHC pseudo amino acid sequence, predict their binding affinity value. This is MHC class I binding data. (1) The binding affinity (normalized) is 0.0847. The MHC is HLA-B27:05 with pseudo-sequence HLA-B27:05. The peptide sequence is ETDVMTRGQ. (2) The peptide sequence is LLYDANYFV. The MHC is HLA-A02:01 with pseudo-sequence HLA-A02:01. The binding affinity (normalized) is 1.00. (3) The peptide sequence is VTDKTAYIGT. The MHC is HLA-A02:06 with pseudo-sequence HLA-A02:06. The binding affinity (normalized) is 0.498.